From a dataset of Forward reaction prediction with 1.9M reactions from USPTO patents (1976-2016). Predict the product of the given reaction. (1) Given the reactants C(=O)([O-])[O-].[Na+].[Na+].Cl.F[C:9]1[CH:14]=[CH:13][C:12]([C:15]2[CH:16]=[CH:17][C:18]3[C:22]([C:23]4[CH:24]=[N:25][CH:26]=[CH:27][CH:28]=4)=[CH:21][S:20][C:19]=3[CH:29]=2)=[CH:11][CH:10]=1.[C:30](C1C=C(B(O)O)C=CC=1)(=[O:32])[CH3:31], predict the reaction product. The product is: [N:25]1[CH:26]=[CH:27][CH:28]=[C:23]([C:22]2[C:18]3[CH:17]=[CH:16][C:15]([C:12]4[CH:11]=[C:10]([C:30](=[O:32])[CH3:31])[CH:9]=[CH:14][CH:13]=4)=[CH:29][C:19]=3[S:20][CH:21]=2)[CH:24]=1. (2) Given the reactants Br[C:2]1[CH:7]=[CH:6][C:5]([C@@H:8]([N:10]2[CH2:15][CH2:14][C@@:13]([C:20]3[CH:25]=[CH:24][C:23]([F:26])=[CH:22][CH:21]=3)([CH2:16][CH2:17][CH2:18][OH:19])[O:12][C:11]2=[O:27])[CH3:9])=[CH:4][CH:3]=1.[F:28][C:29]1[CH:30]=[C:31](B(O)O)[CH:32]=[N:33][CH:34]=1, predict the reaction product. The product is: [F:26][C:23]1[CH:24]=[CH:25][C:20]([C@:13]2([CH2:16][CH2:17][CH2:18][OH:19])[O:12][C:11](=[O:27])[N:10]([C@H:8]([C:5]3[CH:6]=[CH:7][C:2]([C:31]4[CH:32]=[N:33][CH:34]=[C:29]([F:28])[CH:30]=4)=[CH:3][CH:4]=3)[CH3:9])[CH2:15][CH2:14]2)=[CH:21][CH:22]=1. (3) Given the reactants [O:1]=[C:2]1[CH2:10][C:9]2[C:4](=[CH:5][CH:6]=[C:7]([S:11](Cl)(=[O:13])=[O:12])[CH:8]=2)[NH:3]1.[CH3:15][C:16]1[CH:17]=[C:18]([CH:20]=[CH:21][C:22]=1[CH3:23])[NH2:19].CCN(C(C)C)C(C)C, predict the reaction product. The product is: [CH3:15][C:16]1[CH:17]=[C:18]([NH:19][S:11]([C:7]2[CH:8]=[C:9]3[C:4](=[CH:5][CH:6]=2)[NH:3][C:2](=[O:1])[CH2:10]3)(=[O:13])=[O:12])[CH:20]=[CH:21][C:22]=1[CH3:23]. (4) The product is: [NH2:17][C:15]1[N:14]=[CH:13][N:12]=[C:11]2[N:10]([CH:18]([CH3:20])[CH3:19])[N:9]=[C:8]([C:4]3[CH:3]=[C:2]([NH:1][S:31]([CH:30]=[CH2:29])(=[O:33])=[O:32])[CH:7]=[CH:6][CH:5]=3)[C:16]=12. Given the reactants [NH2:1][C:2]1[CH:3]=[C:4]([C:8]2[C:16]3[C:11](=[N:12][CH:13]=[N:14][C:15]=3[NH2:17])[N:10]([CH:18]([CH3:20])[CH3:19])[N:9]=2)[CH:5]=[CH:6][CH:7]=1.C(N(CC)CC)C.Cl[CH2:29][CH2:30][S:31](Cl)(=[O:33])=[O:32].C(=O)(O)[O-].[Na+], predict the reaction product. (5) Given the reactants O.[OH-].[Li+].C[O:5][C:6](=[O:35])[C:7]1[CH:12]=[CH:11][CH:10]=[CH:9][C:8]=1[C:13]([N:15]1[CH2:20][CH2:19][N:18]([C:21]2[N:22]=[N:23][C:24]([C:27](=[O:34])[NH:28][CH2:29][CH2:30][CH:31]3[CH2:33][CH2:32]3)=[CH:25][CH:26]=2)[CH2:17][CH2:16]1)=[O:14], predict the reaction product. The product is: [CH:31]1([CH2:30][CH2:29][NH:28][C:27]([C:24]2[N:23]=[N:22][C:21]([N:18]3[CH2:17][CH2:16][N:15]([C:13]([C:8]4[CH:9]=[CH:10][CH:11]=[CH:12][C:7]=4[C:6]([OH:35])=[O:5])=[O:14])[CH2:20][CH2:19]3)=[CH:26][CH:25]=2)=[O:34])[CH2:33][CH2:32]1.